From a dataset of Forward reaction prediction with 1.9M reactions from USPTO patents (1976-2016). Predict the product of the given reaction. (1) Given the reactants [N:1]([CH:4]([C:8]1[N:17]([CH2:18][C:19]2[CH:24]=[CH:23][CH:22]=[CH:21][CH:20]=2)[C:16](=[O:25])[C:15]2[C:10](=[N:11][CH:12]=[CH:13][N:14]=2)[N:9]=1)[CH:5]([CH3:7])[CH3:6])=[N+]=[N-].C1(P(C2C=CC=CC=2)C2C=CC=CC=2)C=CC=CC=1, predict the reaction product. The product is: [NH2:1][CH:4]([C:8]1[N:17]([CH2:18][C:19]2[CH:24]=[CH:23][CH:22]=[CH:21][CH:20]=2)[C:16](=[O:25])[C:15]2[C:10](=[N:11][CH:12]=[CH:13][N:14]=2)[N:9]=1)[CH:5]([CH3:7])[CH3:6]. (2) The product is: [F:1][C:2]1[CH:7]=[C:6]([F:8])[CH:5]=[CH:4][C:3]=1[C:9]([C:11]1[CH:16]=[CH:15][CH:14]=[C:13]([O:17][CH3:18])[CH:12]=1)=[O:10]. Given the reactants [F:1][C:2]1[CH:7]=[C:6]([F:8])[CH:5]=[CH:4][C:3]=1[CH:9]([C:11]1[CH:16]=[CH:15][CH:14]=[C:13]([O:17][CH3:18])[CH:12]=1)[OH:10].C1(C)C=CC=CC=1.C(OCC)(=O)C, predict the reaction product. (3) Given the reactants C(O[CH:4]=[CH:5][C:6]1[N:14]=[CH:13][N:12]=[C:11]2[C:7]=1[NH:8][CH:9]=[N:10]2)C.C(=O)(O)[O-:16].[Na+], predict the reaction product. The product is: [N:14]1[C:6]([C:5](=[O:16])[CH3:4])=[C:7]2[C:11]([N:10]=[CH:9][NH:8]2)=[N:12][CH:13]=1. (4) The product is: [CH:1]1([CH:22]([C:20]2[C:19]([CH3:24])=[N:18][N:17]([C:13]3[CH:14]=[CH:15][CH:16]=[C:11]([O:10][CH3:9])[CH:12]=3)[CH:21]=2)[OH:23])[CH2:6][CH2:5][CH2:4][CH2:3][CH2:2]1. Given the reactants [CH:1]1([Mg]Br)[CH2:6][CH2:5][CH2:4][CH2:3][CH2:2]1.[CH3:9][O:10][C:11]1[CH:12]=[C:13]([N:17]2[CH:21]=[C:20]([CH:22]=[O:23])[C:19]([CH3:24])=[N:18]2)[CH:14]=[CH:15][CH:16]=1, predict the reaction product.